Dataset: Full USPTO retrosynthesis dataset with 1.9M reactions from patents (1976-2016). Task: Predict the reactants needed to synthesize the given product. (1) The reactants are: [NH2:1][C:2]1[CH:26]=[C:25]([Cl:27])[CH:24]=[CH:23][C:3]=1[O:4][CH2:5][C:6]([N:8]1[CH2:13][CH2:12][N:11]([CH2:14][C:15]2[CH:20]=[CH:19][C:18]([F:21])=[CH:17][CH:16]=2)[CH2:10][CH:9]1[CH3:22])=[O:7].CN1CCOCC1.[C:35]([O:39][C:40]([NH:42][CH2:43][CH2:44][C:45](O)=[O:46])=[O:41])([CH3:38])([CH3:37])[CH3:36].F[P-](F)(F)(F)(F)F.N1(OC(N(C)C)=[N+](C)C)C2C=CC=CC=2N=N1. Given the product [C:35]([O:39][C:40](=[O:41])[NH:42][CH2:43][CH2:44][C:45](=[O:46])[NH:1][C:2]1[CH:26]=[C:25]([Cl:27])[CH:24]=[CH:23][C:3]=1[O:4][CH2:5][C:6]([N:8]1[CH2:13][CH2:12][N:11]([CH2:14][C:15]2[CH:20]=[CH:19][C:18]([F:21])=[CH:17][CH:16]=2)[CH2:10][CH:9]1[CH3:22])=[O:7])([CH3:38])([CH3:36])[CH3:37], predict the reactants needed to synthesize it. (2) Given the product [Br:21][C:22]1[C:33]([OH:34])=[N:32][C:25]2[CH2:26][CH2:27][N:28]([C:8](=[O:9])[C:10]([F:11])([F:12])[F:13])[CH2:29][CH:30]([CH3:31])[C:24]=2[CH:23]=1, predict the reactants needed to synthesize it. The reactants are: [C:8](O[C:8]([C:10]([F:13])([F:12])[F:11])=[O:9])([C:10]([F:13])([F:12])[F:11])=[O:9].CCN(CC)CC.[Br:21][C:22]1[C:33]([OH:34])=[N:32][C:25]2[CH2:26][CH2:27][NH:28][CH2:29][CH:30]([CH3:31])[C:24]=2[CH:23]=1.